Dataset: Forward reaction prediction with 1.9M reactions from USPTO patents (1976-2016). Task: Predict the product of the given reaction. The product is: [Cl:11][C:7]1[CH:6]=[C:5]([CH:2]([NH:1][C:13]([NH:12][C:15]2[CH:20]=[CH:19][C:18]([C:21]3[N:25]=[CH:24][N:23]([C:26]4[CH:31]=[CH:30][C:29]([C:32]([F:35])([F:33])[F:34])=[CH:28][CH:27]=4)[N:22]=3)=[CH:17][CH:16]=2)=[S:14])[CH2:3][OH:4])[CH:10]=[CH:9][CH:8]=1. Given the reactants [NH2:1][CH:2]([C:5]1[CH:10]=[CH:9][CH:8]=[C:7]([Cl:11])[CH:6]=1)[CH2:3][OH:4].[N:12]([C:15]1[CH:20]=[CH:19][C:18]([C:21]2[N:25]=[CH:24][N:23]([C:26]3[CH:31]=[CH:30][C:29]([C:32]([F:35])([F:34])[F:33])=[CH:28][CH:27]=3)[N:22]=2)=[CH:17][CH:16]=1)=[C:13]=[S:14], predict the reaction product.